Dataset: Full USPTO retrosynthesis dataset with 1.9M reactions from patents (1976-2016). Task: Predict the reactants needed to synthesize the given product. The reactants are: Cl[C:2]1[N:3]=[C:4]([C:16]2[CH:21]=[C:20]([CH3:22])[CH:19]=[C:18]([CH3:23])[CH:17]=2)[C:5]([C:8]2[CH:13]=[C:12]([CH3:14])[CH:11]=[C:10]([CH3:15])[CH:9]=2)=[N:6][CH:7]=1.[CH3:24][C:25]1[CH:30]=[CH:29][CH:28]=[CH:27][C:26]=1B(O)O.C(=O)([O-])[O-].[Na+].[Na+]. Given the product [CH3:24][C:25]1[CH:30]=[CH:29][CH:28]=[CH:27][C:26]=1[C:2]1[N:3]=[C:4]([C:16]2[CH:17]=[C:18]([CH3:23])[CH:19]=[C:20]([CH3:22])[CH:21]=2)[C:5]([C:8]2[CH:13]=[C:12]([CH3:14])[CH:11]=[C:10]([CH3:15])[CH:9]=2)=[N:6][CH:7]=1, predict the reactants needed to synthesize it.